Dataset: Forward reaction prediction with 1.9M reactions from USPTO patents (1976-2016). Task: Predict the product of the given reaction. (1) Given the reactants [CH:1]1([CH2:4][S:5]([CH:8]2[CH2:13][CH2:12][C:11]([CH2:18][NH2:19])([CH2:14][CH:15]3[CH2:17][CH2:16]3)[CH2:10][CH2:9]2)(=[O:7])=[O:6])[CH2:3][CH2:2]1.C(N(C(C)C)C(C)C)C.[CH3:29][C:30]1[N:38]=[C:37]([C:39]([F:42])([F:41])[F:40])[CH:36]=[CH:35][C:31]=1[C:32](Cl)=[O:33].O, predict the reaction product. The product is: [CH:1]1([CH2:4][S:5]([CH:8]2[CH2:13][CH2:12][C:11]([CH2:18][NH:19][C:32](=[O:33])[C:31]3[CH:35]=[CH:36][C:37]([C:39]([F:42])([F:40])[F:41])=[N:38][C:30]=3[CH3:29])([CH2:14][CH:15]3[CH2:16][CH2:17]3)[CH2:10][CH2:9]2)(=[O:7])=[O:6])[CH2:3][CH2:2]1. (2) Given the reactants [NH2:1][C:2]1[CH:7]=[CH:6][C:5]([Br:8])=[CH:4][C:3]=1[C:9]([C:11]1[CH:16]=[CH:15][CH:14]=[CH:13][CH:12]=1)=O.[CH3:17][CH:18]([CH3:26])[CH2:19][C:20](=[O:25])[CH2:21][C:22](=O)[CH3:23], predict the reaction product. The product is: [Br:8][C:5]1[CH:4]=[C:3]2[C:2](=[CH:7][CH:6]=1)[N:1]=[C:22]([CH3:23])[C:21]([C:20](=[O:25])[CH2:19][CH:18]([CH3:26])[CH3:17])=[C:9]2[C:11]1[CH:16]=[CH:15][CH:14]=[CH:13][CH:12]=1. (3) Given the reactants [Cl:1][C:2]1[CH:7]=[C:6]([Cl:8])[CH:5]=[CH:4][C:3]=1[CH:9]1[CH2:12][CH2:11][C:10]1=[N:13]O.B.C1COCC1, predict the reaction product. The product is: [Cl:1][C:2]1[CH:7]=[C:6]([Cl:8])[CH:5]=[CH:4][C:3]=1[CH:9]1[CH2:12][CH2:11][CH:10]1[NH2:13]. (4) Given the reactants [OH:1][C:2]1[CH:3]=[C:4]([CH:14]=[CH:15][N:16]=1)[C:5]([NH:7][C:8]1[CH:13]=[CH:12][CH:11]=[CH:10][CH:9]=1)=[O:6].[CH2:17]([NH:24][C:25]([C:27]1[S:31][C:30](Br)=[N:29][C:28]=1[CH3:33])=[O:26])[C:18]1[CH:23]=[CH:22][CH:21]=[CH:20][CH:19]=1, predict the reaction product. The product is: [CH2:17]([NH:24][C:25]([C:27]1[S:31][C:30]([N:16]2[CH:15]=[CH:14][C:4]([C:5](=[O:6])[NH:7][C:8]3[CH:13]=[CH:12][CH:11]=[CH:10][CH:9]=3)=[CH:3][C:2]2=[O:1])=[N:29][C:28]=1[CH3:33])=[O:26])[C:18]1[CH:19]=[CH:20][CH:21]=[CH:22][CH:23]=1.